From a dataset of Reaction yield outcomes from USPTO patents with 853,638 reactions. Predict the reaction yield, written as a fraction of the theoretical maximum amount of product (1.0 means a 100% yield; for example, 0.34 means a 34% yield). (1) The reactants are C(OC(=O)[NH:10][CH2:11][CH2:12][CH2:13][CH2:14][C:15]1[CH:20]=[CH:19][C:18]([O:21][CH2:22][C:23](=[O:29])[NH:24][CH2:25][C:26](=[O:28])[NH2:27])=[CH:17][CH:16]=1)C1C=CC=CC=1. The catalyst is CCO.C1COCC1. The product is [NH2:10][CH2:11][CH2:12][CH2:13][CH2:14][C:15]1[CH:20]=[CH:19][C:18]([O:21][CH2:22][C:23]([NH:24][CH2:25][C:26](=[O:28])[NH2:27])=[O:29])=[CH:17][CH:16]=1. The yield is 0.910. (2) The reactants are [Si]([O:8][CH2:9][C@H:10]1[CH2:14][N:13]([C:15]2[CH:16]=[CH:17][C:18]3[O:19][CH2:20][C:21](=[O:25])[NH:22][C:23]=3[N:24]=2)[C:12](=[O:26])[CH2:11]1)(C(C)(C)C)(C)C.[F-].C([N+](CCCC)(CCCC)CCCC)CCC. The catalyst is O1CCCC1. The product is [OH:8][CH2:9][C@H:10]1[CH2:14][N:13]([C:15]2[CH:16]=[CH:17][C:18]3[O:19][CH2:20][C:21](=[O:25])[NH:22][C:23]=3[N:24]=2)[C:12](=[O:26])[CH2:11]1. The yield is 0.490. (3) The reactants are [Br:1][C:2]1[CH:3]=[C:4]([NH:8][C:9]2[N:14]=[CH:13][N:12]=[C:11]([NH:15][C:16]3[CH:17]=[C:18]([NH2:22])[CH:19]=[CH:20][CH:21]=3)[CH:10]=2)[CH:5]=[CH:6][CH:7]=1.C(N(CC)CC)C.[C:30](Cl)(=[O:33])[CH:31]=[CH2:32]. The catalyst is C1COCC1. The product is [Br:1][C:2]1[CH:3]=[C:4]([NH:8][C:9]2[N:14]=[CH:13][N:12]=[C:11]([NH:15][C:16]3[CH:17]=[C:18]([NH:22][C:30](=[O:33])[CH:31]=[CH2:32])[CH:19]=[CH:20][CH:21]=3)[CH:10]=2)[CH:5]=[CH:6][CH:7]=1. The yield is 0.400. (4) The reactants are [CH:1]1([OH:8])[CH2:6][CH2:5][CH:4]([OH:7])[CH2:3][CH2:2]1.N1C=CN=C1.CCN(CC)CC.[Si:21](Cl)([C:24]([CH3:27])([CH3:26])[CH3:25])([CH3:23])[CH3:22]. The catalyst is C(Cl)Cl.O. The product is [Si:21]([O:7][CH:4]1[CH2:5][CH2:6][CH:1]([OH:8])[CH2:2][CH2:3]1)([C:24]([CH3:27])([CH3:26])[CH3:25])([CH3:23])[CH3:22]. The yield is 0.420. (5) The reactants are Cl.[CH3:2][N:3]1[C:8](=[O:9])[CH:7]=[CH:6][C:5]([N:10]2[CH2:15][CH2:14][CH:13]([C:16]([OH:18])=O)[CH2:12][CH2:11]2)=[N:4]1.Cl.[N:20]1([S:26]([C:29]2[CH:37]=[C:36]3[C:32]([CH:33]=[CH:34][NH:35]3)=[CH:31][CH:30]=2)(=[O:28])=[O:27])[CH2:25][CH2:24][NH:23][CH2:22][CH2:21]1.C(N(C(C)C)CC)(C)C.F[B-](F)(F)F.N1(OC(N(C)C)=[N+](C)C)C2C=CC=CC=2N=N1. The catalyst is CN(C)C=O. The product is [NH:35]1[C:36]2[C:32](=[CH:31][CH:30]=[C:29]([S:26]([N:20]3[CH2:25][CH2:24][N:23]([C:16]([CH:13]4[CH2:12][CH2:11][N:10]([C:5]5[CH:6]=[CH:7][C:8](=[O:9])[N:3]([CH3:2])[N:4]=5)[CH2:15][CH2:14]4)=[O:18])[CH2:22][CH2:21]3)(=[O:27])=[O:28])[CH:37]=2)[CH:33]=[CH:34]1. The yield is 0.990. (6) The reactants are I[C:2]1[CH:3]=[C:4]([CH:8]=[CH:9][CH:10]=1)[C:5]([OH:7])=[O:6].[C:11](=[O:14])([O-])[O-:12].[K+].[K+].[S-2:17].[Na+].[Na+].O. The catalyst is CN(C=O)C.[Cu](I)I. The product is [C:5]([C:4]1[CH:8]=[CH:9][CH:10]=[CH:2][C:3]=1[S:17][C:2]1[CH:10]=[C:9]([C:11]([OH:12])=[O:14])[CH:8]=[CH:4][CH:3]=1)([OH:7])=[O:6]. The yield is 0.195.